Predict the product of the given reaction. From a dataset of Forward reaction prediction with 1.9M reactions from USPTO patents (1976-2016). (1) Given the reactants [C:1]([O:5][C:6]([N:8]1[CH2:24][CH2:23][C:11]2([N:15]([C:16]3[CH:21]=[CH:20][CH:19]=[CH:18][CH:17]=3)[CH2:14][NH:13][C:12]2=[O:22])[CH2:10][CH2:9]1)=[O:7])([CH3:4])([CH3:3])[CH3:2].[H-].[Na+].[CH2:27](Br)[C:28]1[CH:33]=[CH:32][CH:31]=[CH:30][CH:29]=1.O, predict the reaction product. The product is: [CH2:27]([N:13]1[C:12](=[O:22])[C:11]2([CH2:10][CH2:9][N:8]([C:6]([O:5][C:1]([CH3:4])([CH3:2])[CH3:3])=[O:7])[CH2:24][CH2:23]2)[N:15]([C:16]2[CH:21]=[CH:20][CH:19]=[CH:18][CH:17]=2)[CH2:14]1)[C:28]1[CH:33]=[CH:32][CH:31]=[CH:30][CH:29]=1. (2) Given the reactants [NH2:1][C:2]1[C:3]([NH:8][C:9]2[CH:14]=[C:13]([NH:15][C:16]([C:18]3[CH:27]=[CH:26][C:25]4[C:20](=[CH:21][CH:22]=[CH:23][CH:24]=4)[CH:19]=3)=[O:17])[CH:12]=[C:11]([C:28]([O:30][CH3:31])=[O:29])[CH:10]=2)=[N:4][CH:5]=[CH:6][CH:7]=1.[C:32]1([CH2:38][C:39](=O)[C:40](O)=[O:41])[CH:37]=[CH:36][CH:35]=[CH:34][CH:33]=1, predict the reaction product. The product is: [CH2:38]([C:39]1[C:40](=[O:41])[N:8]([C:9]2[CH:14]=[C:13]([NH:15][C:16]([C:18]3[CH:27]=[CH:26][C:25]4[C:20](=[CH:21][CH:22]=[CH:23][CH:24]=4)[CH:19]=3)=[O:17])[CH:12]=[C:11]([C:28]([O:30][CH3:31])=[O:29])[CH:10]=2)[C:3]2[N:4]=[CH:5][CH:6]=[CH:7][C:2]=2[N:1]=1)[C:32]1[CH:37]=[CH:36][CH:35]=[CH:34][CH:33]=1. (3) Given the reactants [OH:1][C:2]1[C:3]([CH3:18])=[C:4]2[C:9](=[C:10]([CH3:13])[C:11]=1[CH3:12])[S:8][C:7]1([CH2:16][CH2:15][CH2:14]1)[CH2:6][C:5]2=O.Cl.[CH3:20][O:21][NH2:22], predict the reaction product. The product is: [CH3:20][O:21][N:22]=[C:5]1[C:4]2[C:9](=[C:10]([CH3:13])[C:11]([CH3:12])=[C:2]([OH:1])[C:3]=2[CH3:18])[S:8][C:7]2([CH2:16][CH2:15][CH2:14]2)[CH2:6]1. (4) Given the reactants Br[C:2]1[C:15]2[C:10](=[CH:11][CH:12]=[CH:13][CH:14]=2)[C:9]([C:16]2[CH:21]=[CH:20][C:19]([C:22]3[O:23][C:24]4[CH:30]=[CH:29][CH:28]=[CH:27][C:25]=4[N:26]=3)=[CH:18][CH:17]=2)=[C:8]2[C:3]=1[CH:4]=[CH:5][CH:6]=[CH:7]2.[CH:31]1[C:40]2[C:35](=[CH:36][CH:37]=[CH:38][CH:39]=2)[CH:34]=[CH:33][C:32]=1B(O)O.C(=O)([O-])[O-].[Na+].[Na+].C1(C)C=CC=CC=1, predict the reaction product. The product is: [CH:31]1[C:40]2[C:35](=[CH:36][CH:37]=[CH:38][CH:39]=2)[CH:34]=[CH:33][C:32]=1[C:2]1[C:3]2[C:8](=[CH:7][CH:6]=[CH:5][CH:4]=2)[C:9]([C:16]2[CH:17]=[CH:18][C:19]([C:22]3[O:23][C:24]4[CH:30]=[CH:29][CH:28]=[CH:27][C:25]=4[N:26]=3)=[CH:20][CH:21]=2)=[C:10]2[C:15]=1[CH:14]=[CH:13][CH:12]=[CH:11]2.